The task is: Predict which catalyst facilitates the given reaction.. This data is from Catalyst prediction with 721,799 reactions and 888 catalyst types from USPTO. (1) Reactant: [F:1][C:2]1[C:3]([C@H:8]([C:19]2[CH:24]=[CH:23][C:22]([C:25]([F:28])([F:27])[F:26])=[CH:21][CH:20]=2)[NH:9][C:10](=[O:18])[C:11]2[CH:16]=[CH:15][C:14]([OH:17])=[CH:13][N:12]=2)=[N:4][CH:5]=[CH:6][CH:7]=1.C([O:33][C:34](=[O:37])[CH2:35]Br)(C)(C)C.C(=O)([O-])[O-].[Cs+].[Cs+]. Product: [F:1][C:2]1[C:3]([C@@H:8]([NH:9][C:10]([C:11]2[N:12]=[CH:13][C:14]([O:17][CH2:35][C:34]([OH:37])=[O:33])=[CH:15][CH:16]=2)=[O:18])[C:19]2[CH:24]=[CH:23][C:22]([C:25]([F:28])([F:26])[F:27])=[CH:21][CH:20]=2)=[N:4][CH:5]=[CH:6][CH:7]=1. The catalyst class is: 59. (2) Reactant: C([Li])CCC.CCCCCC.[Br:12][C:13]1[CH:25]=[CH:24][C:23]2[C:22]3[C:17](=[CH:18][C:19](Br)=[CH:20][CH:21]=3)[C:16]([CH2:35][CH2:36][CH2:37][CH2:38][CH2:39][CH2:40][CH2:41][CH3:42])([CH2:27][CH2:28][CH2:29][CH2:30][CH2:31][CH2:32][CH2:33][CH3:34])[C:15]=2[CH:14]=1.Cl[Si:44]([CH3:47])([CH3:46])[CH3:45]. Product: [Br:12][C:13]1[CH:25]=[CH:24][C:23]2[C:22]3[C:17](=[CH:18][C:19]([Si:44]([CH3:47])([CH3:46])[CH3:45])=[CH:20][CH:21]=3)[C:16]([CH2:35][CH2:36][CH2:37][CH2:38][CH2:39][CH2:40][CH2:41][CH3:42])([CH2:27][CH2:28][CH2:29][CH2:30][CH2:31][CH2:32][CH2:33][CH3:34])[C:15]=2[CH:14]=1. The catalyst class is: 1. (3) Reactant: [Cl:1][C:2]1[CH:3]=[CH:4][C:5]2[O:40][C:8]3([CH2:13][CH2:12][CH:11]([NH:14][CH2:15][C@H:16]([OH:39])[CH2:17][O:18][C:19]4[CH:28]=[C:27]([O:29]CC5C=CC(OC)=CC=5)[CH:26]=[CH:25][C:20]=4[C:21]([NH:23][CH3:24])=[O:22])[CH2:10][CH2:9]3)[CH2:7][C:6]=2[CH:41]=1.C(C(O)=O)(F)(F)F. Product: [Cl:1][C:2]1[CH:3]=[CH:4][C:5]2[O:40][C:8]3([CH2:9][CH2:10][CH:11]([NH:14][CH2:15][C@H:16]([OH:39])[CH2:17][O:18][C:19]4[CH:28]=[C:27]([OH:29])[CH:26]=[CH:25][C:20]=4[C:21]([NH:23][CH3:24])=[O:22])[CH2:12][CH2:13]3)[CH2:7][C:6]=2[CH:41]=1. The catalyst class is: 2.